Dataset: Full USPTO retrosynthesis dataset with 1.9M reactions from patents (1976-2016). Task: Predict the reactants needed to synthesize the given product. (1) Given the product [F:15][C:16]1[CH:21]=[CH:20][C:19]([C:22]2[C:31]3[C:26](=[CH:27][C:28]([CH2:32][NH:1][C:2]4[O:6][C:5]([C:7]([OH:14])([C:8]([F:11])([F:9])[F:10])[CH2:12][CH3:13])=[N:4][N:3]=4)=[CH:29][CH:30]=3)[O:25][C:24](=[O:34])[CH:23]=2)=[CH:18][CH:17]=1, predict the reactants needed to synthesize it. The reactants are: [NH2:1][C:2]1[O:6][C:5]([C:7]([OH:14])([CH2:12][CH3:13])[C:8]([F:11])([F:10])[F:9])=[N:4][N:3]=1.[F:15][C:16]1[CH:21]=[CH:20][C:19]([C:22]2[C:31]3[C:26](=[CH:27][C:28]([CH:32]=O)=[CH:29][CH:30]=3)[O:25][C:24](=[O:34])[CH:23]=2)=[CH:18][CH:17]=1.CC1C=CC(S([O-])(=O)=O)=CC=1.C1C=C[NH+]=CC=1.[BH4-].[Na+]. (2) Given the product [F:1][C:2]1[CH:37]=[C:36]([NH:38][S:39]([C:42]2[CH:43]=[CH:44][C:45]([N:48]3[CH:52]=[CH:51][CH:50]=[CH:49]3)=[CH:46][CH:47]=2)(=[O:41])=[O:40])[CH:35]=[C:34]([F:53])[C:3]=1[C:4]([NH:6][C@H:7]([C:28]([OH:30])=[O:29])[CH2:8][C:9]1[CH:10]=[CH:11][C:12]([N:15]2[C:23](=[O:24])[C:22]3[N:21]([CH3:25])[CH:20]=[N:19][C:18]=3[N:17]([CH3:26])[C:16]2=[O:27])=[CH:13][CH:14]=1)=[O:5], predict the reactants needed to synthesize it. The reactants are: [F:1][C:2]1[CH:37]=[C:36]([NH:38][S:39]([C:42]2[CH:47]=[CH:46][C:45]([N:48]3[CH:52]=[CH:51][CH:50]=[CH:49]3)=[CH:44][CH:43]=2)(=[O:41])=[O:40])[CH:35]=[C:34]([F:53])[C:3]=1[C:4]([NH:6][C@H:7]([C:28]([O:30]C(C)C)=[O:29])[CH2:8][C:9]1[CH:14]=[CH:13][C:12]([N:15]2[C:23](=[O:24])[C:22]3[N:21]([CH3:25])[CH:20]=[N:19][C:18]=3[N:17]([CH3:26])[C:16]2=[O:27])=[CH:11][CH:10]=1)=[O:5].Cl.O1CCOCC1.